Dataset: Reaction yield outcomes from USPTO patents with 853,638 reactions. Task: Predict the reaction yield, written as a fraction of the theoretical maximum amount of product (1.0 means a 100% yield; for example, 0.34 means a 34% yield). (1) The product is [N:11]1([C:17]2[N:22]=[C:21]([C:23]3[N:27]4[CH:28]=[CH:29][C:30]([C:32]([CH3:33])([O:34][Si:35]([CH2:36][CH3:37])([CH2:40][CH3:41])[CH2:38][CH3:39])[CH3:42])=[N:31][C:26]4=[N:25][CH:24]=3)[CH:20]=[CH:19][N:18]=2)[CH:15]=[CH:14][N:13]=[CH:12]1. The catalyst is C1COCC1. The yield is 0.450. The reactants are [Li+].C[Si]([N-][Si](C)(C)C)(C)C.[NH:11]1[CH:15]=[CH:14][N:13]=[CH:12]1.Cl[C:17]1[N:22]=[C:21]([C:23]2[N:27]3[CH:28]=[CH:29][C:30]([C:32]([CH3:42])([O:34][Si:35]([CH2:40][CH3:41])([CH2:38][CH3:39])[CH2:36][CH3:37])[CH3:33])=[N:31][C:26]3=[N:25][CH:24]=2)[CH:20]=[CH:19][N:18]=1. (2) The reactants are Br[C:2]1[C:28]([F:29])=[CH:27][C:5]([O:6][C@H:7]2[CH2:12][CH2:11][CH2:10][N:9]([CH:13]3[CH2:18][CH2:17][N:16]([C:19]([O:21][C:22]([CH3:25])([CH3:24])[CH3:23])=[O:20])[CH2:15][CH2:14]3)[C:8]2=[O:26])=[C:4]([F:30])[CH:3]=1.[CH3:31][S:32]([O-:34])=[O:33].[Na+].[C@H]1(N)CCCC[C@@H]1N. The catalyst is CS(C)=O.CCOC(C)=O. The product is [F:30][C:4]1[CH:3]=[C:2]([S:32]([CH3:31])(=[O:34])=[O:33])[C:28]([F:29])=[CH:27][C:5]=1[O:6][C@H:7]1[CH2:12][CH2:11][CH2:10][N:9]([CH:13]2[CH2:18][CH2:17][N:16]([C:19]([O:21][C:22]([CH3:23])([CH3:24])[CH3:25])=[O:20])[CH2:15][CH2:14]2)[C:8]1=[O:26]. The yield is 0.440. (3) The reactants are [CH:1]1([NH:4][C:5](=[O:22])[C:6]2[CH:11]=[CH:10][C:9]([B:12]3[O:16]C(C)(C)C(C)(C)[O:13]3)=[CH:8][C:7]=2[CH3:21])[CH2:3][CH2:2]1.I([O-])(=O)(=O)=O.[Na+].C([O-])(=O)C.[NH4+].Cl. The catalyst is CC(C)=O.O. The product is [CH:1]1([NH:4][C:5]([C:6]2[CH:11]=[CH:10][C:9]([B:12]([OH:16])[OH:13])=[CH:8][C:7]=2[CH3:21])=[O:22])[CH2:2][CH2:3]1. The yield is 0.943. (4) The reactants are C[O:2][C:3]([C:5]1[N:9]=[CH:8][N:7]([CH:10]2[CH:17]3[CH:13]([O:14][C:15]([CH3:19])([CH3:18])[O:16]3)[C:12]([CH2:20][O:21][C:22]([C:35]3[CH:40]=[CH:39][CH:38]=[CH:37][CH:36]=3)([C:29]3[CH:34]=[CH:33][CH:32]=[CH:31][CH:30]=3)[C:23]3[CH:28]=[CH:27][CH:26]=[CH:25][CH:24]=3)=[CH:11]2)[N:6]=1)=O.[NH3:41]. No catalyst specified. The product is [CH3:19][C:15]1([CH3:18])[O:14][CH:13]2[C:12]([CH2:20][O:21][C:22]([C:29]3[CH:30]=[CH:31][CH:32]=[CH:33][CH:34]=3)([C:35]3[CH:36]=[CH:37][CH:38]=[CH:39][CH:40]=3)[C:23]3[CH:28]=[CH:27][CH:26]=[CH:25][CH:24]=3)=[CH:11][CH:10]([N:7]3[CH:8]=[N:9][C:5]([C:3]([NH2:41])=[O:2])=[N:6]3)[CH:17]2[O:16]1. The yield is 0.920. (5) The reactants are C(N(CC)CC)C.C(O[C:12](=[O:14])[CH3:13])(=O)C.[NH2:15][C:16]1[C:17]([NH:31][CH2:32][CH:33]2[CH2:38][CH2:37][N:36](C(OC(C)(C)C)=O)[CH2:35][CH2:34]2)=[CH:18][C:19]([NH:22][C:23]2[CH:28]=[N:27][C:26]([C:29]#[N:30])=[CH:25][N:24]=2)=[N:20][CH:21]=1.CC1C=CC(S(O)(=O)=O)=CC=1. The catalyst is CN(C=O)C. The product is [C:29]([C:26]1[N:27]=[CH:28][C:23]([NH:22][C:19]2[N:20]=[CH:21][C:16]([NH:15][C:12](=[O:14])[CH3:13])=[C:17]([NH:31][CH2:32][CH:33]3[CH2:38][CH2:37][NH:36][CH2:35][CH2:34]3)[CH:18]=2)=[N:24][CH:25]=1)#[N:30]. The yield is 0.320. (6) The reactants are [Cl:1][C:2]1[S:6][C:5]([C:7](=O)[C:8]([C:13]2[CH:18]=[CH:17][N:16]=[CH:15][CH:14]=2)=[CH:9][N:10](C)C)=[CH:4][CH:3]=1.O.NN.C([N:25](CC)CC)C. The catalyst is C(O)C. The product is [Cl:1][C:2]1[S:6][C:5]([C:7]2[C:8]([C:13]3[CH:18]=[CH:17][N:16]=[CH:15][CH:14]=3)=[CH:9][NH:10][N:25]=2)=[CH:4][CH:3]=1. The yield is 0.830. (7) The reactants are [I:1][C:2]1[CH:3]=[C:4]([CH:8]=[C:9]([N+:11]([O-:13])=[O:12])[CH:10]=1)[C:5]([OH:7])=[O:6].O=S(Cl)Cl.[CH3:18]O. No catalyst specified. The product is [CH3:18][O:6][C:5](=[O:7])[C:4]1[CH:8]=[C:9]([N+:11]([O-:13])=[O:12])[CH:10]=[C:2]([I:1])[CH:3]=1. The yield is 0.990. (8) The reactants are [Br:1][C:2]1N=[C:4]([N:9]2[CH2:14][CH2:13][O:12][CH2:11][CH2:10]2)[C:5](=[O:8])[NH:6][CH:7]=1.[C:15](=O)([O-])[O-].[K+].[K+].IC. The catalyst is CN(C=O)C. The product is [Br:1][C:2]1[CH:15]=[C:4]([N:9]2[CH2:14][CH2:13][O:12][CH2:11][CH2:10]2)[C:5](=[O:8])[NH:6][CH:7]=1. The yield is 0.910.